Dataset: Catalyst prediction with 721,799 reactions and 888 catalyst types from USPTO. Task: Predict which catalyst facilitates the given reaction. (1) Reactant: C1(S([O:10][C:11]2[CH:12]=[N:13][C:14]([CH2:17][S:18]([CH3:21])(=[O:20])=[O:19])=[CH:15][CH:16]=2)(=O)=O)C=CC=CC=1.[OH-].[Na+]. Product: [CH3:21][S:18]([CH2:17][C:14]1[N:13]=[CH:12][C:11]([OH:10])=[CH:16][CH:15]=1)(=[O:20])=[O:19]. The catalyst class is: 199. (2) Reactant: [CH2:1]([O:8][C:9]1[CH:10]=[C:11]([CH:24]=[CH:25][C:26]=1[O:27][CH2:28][C:29]1[CH:34]=[CH:33][CH:32]=[CH:31][CH:30]=1)[C:12]1[O:13][C:14]2[C:19]([C:20](=[O:22])[CH:21]=1)=[CH:18][CH:17]=[C:16]([OH:23])[CH:15]=2)[C:2]1[CH:7]=[CH:6][CH:5]=[CH:4][CH:3]=1.[H-].[Na+].[CH2:37]([CH:39]1[O:41][CH2:40]1)Cl. Product: [CH2:1]([O:8][C:9]1[CH:10]=[C:11]([CH:24]=[CH:25][C:26]=1[O:27][CH2:28][C:29]1[CH:34]=[CH:33][CH:32]=[CH:31][CH:30]=1)[C:12]1[O:13][C:14]2[C:19]([C:20](=[O:22])[CH:21]=1)=[CH:18][CH:17]=[C:16]([O:23][CH2:37][CH:39]1[O:41][CH2:40]1)[CH:15]=2)[C:2]1[CH:3]=[CH:4][CH:5]=[CH:6][CH:7]=1. The catalyst class is: 9. (3) Reactant: [CH3:1][O:2][C:3]1[N:4]=[N:5][C:6]([C:23]2[CH:28]=[CH:27][N:26]=[CH:25][CH:24]=2)=[CH:7][C:8]=1[C:9]1[NH:10][C:11]2[C:16]([C:17]=1[CH:18]=[CH:19][CH2:20][CH2:21][CH3:22])=[CH:15][CH:14]=[CH:13][CH:12]=2. Product: [CH3:1][O:2][C:3]1[N:4]=[N:5][C:6]([C:23]2[CH:24]=[CH:25][N:26]=[CH:27][CH:28]=2)=[CH:7][C:8]=1[C:9]1[NH:10][C:11]2[C:16]([C:17]=1[CH2:18][CH2:19][CH2:20][CH2:21][CH3:22])=[CH:15][CH:14]=[CH:13][CH:12]=2. The catalyst class is: 63. (4) Reactant: [CH2:1](Br)[C:2]1[CH:7]=[CH:6][CH:5]=[CH:4][CH:3]=1.[CH3:9][C@@:10]12[C:27]([CH3:29])([CH3:28])[C@@H:13]([C:14]3[C:15](=[O:26])[N:16]([C:19]4[CH:24]=[CH:23][C:22]([CH3:25])=[CH:21][CH:20]=4)[NH:17][C:18]=31)[CH2:12][CH2:11]2.[I-].[K+].C(=O)([O-])[O-].[K+].[K+]. Product: [CH2:1]([N:17]1[C:18]2[C@@:10]3([CH3:9])[C:27]([CH3:29])([CH3:28])[C@H:13]([CH2:12][CH2:11]3)[C:14]=2[C:15](=[O:26])[N:16]1[C:19]1[CH:20]=[CH:21][C:22]([CH3:25])=[CH:23][CH:24]=1)[C:2]1[CH:7]=[CH:6][CH:5]=[CH:4][CH:3]=1.[CH2:1]([O:26][C:15]1[N:16]([C:19]2[CH:24]=[CH:23][C:22]([CH3:25])=[CH:21][CH:20]=2)[N:17]=[C:18]2[C:14]=1[C@@H:13]1[C:27]([CH3:29])([CH3:28])[C@@:10]2([CH3:9])[CH2:11][CH2:12]1)[C:2]1[CH:7]=[CH:6][CH:5]=[CH:4][CH:3]=1. The catalyst class is: 35. (5) The catalyst class is: 663. Reactant: [C:1]([O:5][C:6]([N:8]1[C@@H:12](/[CH:13]=[CH:14]\[C:15]2([C:18]3[CH:23]=[CH:22][C:21]([Cl:24])=[CH:20][CH:19]=3)[CH2:17][CH2:16]2)[CH2:11][O:10][C:9]1([CH3:26])[CH3:25])=[O:7])([CH3:4])([CH3:3])[CH3:2]. Product: [C:1]([O:5][C:6]([N:8]1[C@@H:12]([CH2:13][CH2:14][C:15]2([C:18]3[CH:19]=[CH:20][C:21]([Cl:24])=[CH:22][CH:23]=3)[CH2:17][CH2:16]2)[CH2:11][O:10][C:9]1([CH3:26])[CH3:25])=[O:7])([CH3:4])([CH3:2])[CH3:3].